This data is from Full USPTO retrosynthesis dataset with 1.9M reactions from patents (1976-2016). The task is: Predict the reactants needed to synthesize the given product. Given the product [CH3:29][C:28]([Si:25]([CH3:27])([CH3:26])[O:1][C@H:2]1[CH2:6][CH2:5][N:4]([C:7]([O:9][C:10]([CH3:13])([CH3:12])[CH3:11])=[O:8])[C@@H:3]1[C:14]([O:16][CH2:17][CH3:18])=[O:15])([CH3:31])[CH3:30], predict the reactants needed to synthesize it. The reactants are: [OH:1][C@H:2]1[CH2:6][CH2:5][N:4]([C:7]([O:9][C:10]([CH3:13])([CH3:12])[CH3:11])=[O:8])[C@@H:3]1[C:14]([O:16][CH2:17][CH3:18])=[O:15].N1C=CN=C1.Cl[Si:25]([C:28]([CH3:31])([CH3:30])[CH3:29])([CH3:27])[CH3:26].